Task: Regression. Given two drug SMILES strings and cell line genomic features, predict the synergy score measuring deviation from expected non-interaction effect.. Dataset: NCI-60 drug combinations with 297,098 pairs across 59 cell lines (1) Drug 1: C1CCN(CC1)CCOC2=CC=C(C=C2)C(=O)C3=C(SC4=C3C=CC(=C4)O)C5=CC=C(C=C5)O. Drug 2: C1CN(CCN1C(=O)CCBr)C(=O)CCBr. Cell line: BT-549. Synergy scores: CSS=4.02, Synergy_ZIP=-1.81, Synergy_Bliss=3.28, Synergy_Loewe=0.665, Synergy_HSA=1.92. (2) Drug 1: CC1=C2C(C(=O)C3(C(CC4C(C3C(C(C2(C)C)(CC1OC(=O)C(C(C5=CC=CC=C5)NC(=O)OC(C)(C)C)O)O)OC(=O)C6=CC=CC=C6)(CO4)OC(=O)C)O)C)O. Drug 2: CC1=C(C(=CC=C1)Cl)NC(=O)C2=CN=C(S2)NC3=CC(=NC(=N3)C)N4CCN(CC4)CCO. Cell line: IGROV1. Synergy scores: CSS=23.5, Synergy_ZIP=-0.315, Synergy_Bliss=-3.62, Synergy_Loewe=1.63, Synergy_HSA=-0.200. (3) Drug 1: COC1=C(C=C2C(=C1)N=CN=C2NC3=CC(=C(C=C3)F)Cl)OCCCN4CCOCC4. Drug 2: C1CC(C1)(C(=O)O)C(=O)O.[NH2-].[NH2-].[Pt+2]. Cell line: OVCAR-8. Synergy scores: CSS=29.0, Synergy_ZIP=-7.10, Synergy_Bliss=-2.07, Synergy_Loewe=-16.2, Synergy_HSA=2.79. (4) Drug 1: CCCS(=O)(=O)NC1=C(C(=C(C=C1)F)C(=O)C2=CNC3=C2C=C(C=N3)C4=CC=C(C=C4)Cl)F. Drug 2: CCC1=CC2CC(C3=C(CN(C2)C1)C4=CC=CC=C4N3)(C5=C(C=C6C(=C5)C78CCN9C7C(C=CC9)(C(C(C8N6C)(C(=O)OC)O)OC(=O)C)CC)OC)C(=O)OC.C(C(C(=O)O)O)(C(=O)O)O. Cell line: A498. Synergy scores: CSS=27.5, Synergy_ZIP=-1.31, Synergy_Bliss=5.60, Synergy_Loewe=-7.76, Synergy_HSA=5.80. (5) Synergy scores: CSS=45.8, Synergy_ZIP=-5.26, Synergy_Bliss=-4.48, Synergy_Loewe=-9.11, Synergy_HSA=-3.79. Cell line: SR. Drug 1: CC12CCC(CC1=CCC3C2CCC4(C3CC=C4C5=CN=CC=C5)C)O. Drug 2: CN1C(=O)N2C=NC(=C2N=N1)C(=O)N. (6) Drug 1: C#CCC(CC1=CN=C2C(=N1)C(=NC(=N2)N)N)C3=CC=C(C=C3)C(=O)NC(CCC(=O)O)C(=O)O. Drug 2: C(CC(=O)O)C(=O)CN.Cl. Cell line: K-562. Synergy scores: CSS=28.9, Synergy_ZIP=-3.43, Synergy_Bliss=-5.92, Synergy_Loewe=-4.03, Synergy_HSA=-4.02. (7) Drug 1: C1=NC2=C(N1)C(=S)N=C(N2)N. Drug 2: CC1C(C(CC(O1)OC2CC(CC3=C2C(=C4C(=C3O)C(=O)C5=C(C4=O)C(=CC=C5)OC)O)(C(=O)CO)O)N)O.Cl. Cell line: HOP-92. Synergy scores: CSS=66.7, Synergy_ZIP=-5.06, Synergy_Bliss=-4.37, Synergy_Loewe=0.314, Synergy_HSA=1.90. (8) Cell line: K-562. Drug 2: C1CNP(=O)(OC1)N(CCCl)CCCl. Synergy scores: CSS=4.42, Synergy_ZIP=-1.90, Synergy_Bliss=-2.29, Synergy_Loewe=-1.77, Synergy_HSA=-2.54. Drug 1: C(CC(=O)O)C(=O)CN.Cl. (9) Drug 1: CC1=C(C=C(C=C1)C(=O)NC2=CC(=CC(=C2)C(F)(F)F)N3C=C(N=C3)C)NC4=NC=CC(=N4)C5=CN=CC=C5. Drug 2: C(CC(=O)O)C(=O)CN.Cl. Cell line: HOP-92. Synergy scores: CSS=7.66, Synergy_ZIP=1.36, Synergy_Bliss=0.0500, Synergy_Loewe=3.03, Synergy_HSA=-1.43.